This data is from Catalyst prediction with 721,799 reactions and 888 catalyst types from USPTO. The task is: Predict which catalyst facilitates the given reaction. (1) Reactant: [CH3:1][C:2]([S@:5](/[N:7]=[CH:8]/[C:9]1[CH:14]=[CH:13][C:12]([O:15][C:16]([F:19])([F:18])[F:17])=[CH:11][CH:10]=1)=[O:6])([CH3:4])[CH3:3].[CH3:20][Mg]Br.CCOC(C)=O.CCCCCCC. Product: [CH3:4][C:2]([S@:5]([NH:7][C@H:8]([C:9]1[CH:14]=[CH:13][C:12]([O:15][C:16]([F:17])([F:18])[F:19])=[CH:11][CH:10]=1)[CH3:20])=[O:6])([CH3:1])[CH3:3]. The catalyst class is: 158. (2) Reactant: C[O:2][C:3](=[O:27])[C:4]1[CH:26]=[CH:25][C:7]([C:8]([NH:10][C:11]2[CH:16]=[CH:15][C:14]([N:17]3[CH2:21][CH2:20][CH:19]([N:22]([CH3:24])[CH3:23])[CH2:18]3)=[CH:13][CH:12]=2)=[O:9])=[CH:6][CH:5]=1.[OH-].[Na+]. Product: [CH3:23][N:22]([CH3:24])[CH:19]1[CH2:20][CH2:21][N:17]([C:14]2[CH:13]=[CH:12][C:11]([NH:10][C:8](=[O:9])[C:7]3[CH:6]=[CH:5][C:4]([C:3]([OH:27])=[O:2])=[CH:26][CH:25]=3)=[CH:16][CH:15]=2)[CH2:18]1. The catalyst class is: 5. (3) Reactant: [Cl:1][C:2]1[CH:3]=[C:4]([C:11]2[O:15][N:14]=[C:13]([C:16]3[CH:17]=[C:18]4[C:22](=[CH:23][CH:24]=3)[N:21]([CH2:25][CH2:26][C:27]([O:29]CC)=[O:28])[N:20]=[CH:19]4)[N:12]=2)[CH:5]=[CH:6][C:7]=1[O:8][CH2:9][CH3:10].[OH-].[Na+:33]. Product: [Cl:1][C:2]1[CH:3]=[C:4]([C:11]2[O:15][N:14]=[C:13]([C:16]3[CH:17]=[C:18]4[C:22](=[CH:23][CH:24]=3)[N:21]([CH2:25][CH2:26][C:27]([O-:29])=[O:28])[N:20]=[CH:19]4)[N:12]=2)[CH:5]=[CH:6][C:7]=1[O:8][CH2:9][CH3:10].[Na+:33]. The catalyst class is: 8. (4) Reactant: [Br:1][C:2]1[CH:22]=[CH:21][C:5]([O:6][CH2:7][CH:8]2[CH2:13][CH2:12][N:11](C(OC(C)(C)C)=O)[CH2:10][CH2:9]2)=[CH:4][C:3]=1[F:23].[ClH:24].O1CCOCC1. Product: [ClH:24].[Br:1][C:2]1[CH:22]=[CH:21][C:5]([O:6][CH2:7][CH:8]2[CH2:9][CH2:10][NH:11][CH2:12][CH2:13]2)=[CH:4][C:3]=1[F:23]. The catalyst class is: 2. (5) Reactant: [Cl:1][C:2]1[CH:11]=[C:10]([C:12]([OH:14])=O)[C:9]2[C:4](=[CH:5][CH:6]=[CH:7][CH:8]=2)[N:3]=1.ClC1C=C(C(Cl)=O)C2C(=CC=CC=2)N=1.S(Cl)(Cl)=O.[CH3:33][O:34][CH2:35][CH2:36][N:37]1[C:41]([CH3:42])=[C:40]([CH3:43])[S:39][C:38]1=[NH:44].CCN(CC)CC. Product: [Cl:1][C:2]1[CH:11]=[C:10]([C:12](/[N:44]=[C:38]2\[S:39][C:40]([CH3:43])=[C:41]([CH3:42])[N:37]\2[CH2:36][CH2:35][O:34][CH3:33])=[O:14])[C:9]2[C:4](=[CH:5][CH:6]=[CH:7][CH:8]=2)[N:3]=1. The catalyst class is: 1. (6) Product: [CH3:11][C:10]1[CH:9]=[CH:8][CH:7]=[C:3]2[C:2]=1[N:1]=[CH:16][NH:17][C:4]2=[O:5]. The catalyst class is: 74. Reactant: [NH2:1][C:2]1[C:10]([CH3:11])=[CH:9][CH:8]=[CH:7][C:3]=1[C:4](O)=[O:5].C(O)(=O)C.[CH:16](N)=[NH:17].C(N)=O.Cl. (7) Reactant: FC(F)(F)S(O[C:7]1[CH:12]=[CH:11][C:10]([C:13]2[C:22]3[CH2:21][CH2:20][C@H:19]4[C@H:23]([CH3:28])[C:24](=[O:27])[CH2:25][CH2:26][C@:18]4([C:29]4[CH:34]=[CH:33][CH:32]=[CH:31][CH:30]=4)[C:17]=3[N:16]=[C:15]([CH3:35])[N:14]=2)=[CH:9][CH:8]=1)(=O)=O.C1C2[CH2:53][C@H:52]3[N:55]([CH2:57][CH2:58][C@@]45[C@H]3C=C[C@H](O)[C@@H]4OC(C=25)=C(O)C=1)C.C(=O)([O-])[O-:60].[Cs+].[Cs+].C1(C2C3C(=CC=CC=3)C=CC=2P(C2C=CC=CC=2)C2C=CC=CC=2)C2C(=CC=CC=2)C=CC=1P(C1C=CC=CC=1)C1C=CC=CC=1. Product: [CH3:35][C:15]1[N:14]=[C:13]([C:10]2[CH:11]=[CH:12][C:7]([N:55]3[CH2:52][CH2:53][O:60][CH2:58][CH2:57]3)=[CH:8][CH:9]=2)[C:22]2[CH2:21][CH2:20][C@H:19]3[C@H:23]([CH3:28])[C:24](=[O:27])[CH2:25][CH2:26][C@:18]3([C:29]3[CH:34]=[CH:33][CH:32]=[CH:31][CH:30]=3)[C:17]=2[N:16]=1. The catalyst class is: 160.